This data is from Full USPTO retrosynthesis dataset with 1.9M reactions from patents (1976-2016). The task is: Predict the reactants needed to synthesize the given product. (1) The reactants are: Cl[C:2]1[N:7]=[C:6]([CH:8]=[CH2:9])[CH:5]=[CH:4][N:3]=1.[NH2:10][C:11]1[CH:12]=[C:13]([C:18]2[S:22][C:21]([N:23]3[CH2:29][CH2:28][CH2:27][NH:26][C:25](=[O:30])[CH2:24]3)=[N:20][CH:19]=2)[CH:14]=[C:15]([CH3:17])[CH:16]=1.C(=O)([O-])[O-].[K+].[K+].CC(C1C=C(C(C)C)C(C2C=CC=CC=2P(C2CCCCC2)C2CCCCC2)=C(C(C)C)C=1)C. Given the product [CH:8]([C:6]1[CH:5]=[CH:4][N:3]=[C:2]([NH:10][C:11]2[CH:12]=[C:13]([C:18]3[S:22][C:21]([N:23]4[CH2:29][CH2:28][CH2:27][NH:26][C:25](=[O:30])[CH2:24]4)=[N:20][CH:19]=3)[CH:14]=[C:15]([CH3:17])[CH:16]=2)[N:7]=1)=[CH2:9], predict the reactants needed to synthesize it. (2) Given the product [Cl:1][C:2]1[CH:7]=[C:6]([NH:8][C:9]2[CH:17]=[CH:16][CH:15]=[CH:11][C:10]=2[C:32]([NH:44][O:42][CH3:43])=[O:31])[C:5]([Cl:18])=[CH:4][N:3]=1, predict the reactants needed to synthesize it. The reactants are: [Cl:1][C:2]1[CH:7]=[C:6]([NH:8][C:9]2[CH:10]=[C:11]([CH:15]=[CH:16][CH:17]=2)C(O)=O)[C:5]([Cl:18])=[CH:4][N:3]=1.Cl.CN(C)CCCN=C=NCC.[OH:31][C:32]1C2N=NNC=2C=CC=1.Cl.[O:42]([NH2:44])[CH3:43].C(N(C(C)C)CC)(C)C.